Dataset: Full USPTO retrosynthesis dataset with 1.9M reactions from patents (1976-2016). Task: Predict the reactants needed to synthesize the given product. (1) Given the product [CH3:46][CH:44]([NH:7][CH2:8][CH2:9][O:10][C:11]1[CH:16]=[CH:15][C:14]([NH:17][C:18]2[N:23]=[C:22]([N:24]3[C:28]4[CH:29]=[CH:30][CH:31]=[CH:32][C:27]=4[N:26]=[C:25]3[O:33][C:34]3[CH:39]=[CH:38][CH:37]=[CH:36][C:35]=3[O:40][CH3:41])[CH:21]=[CH:20][N:19]=2)=[CH:13][C:12]=1[O:42][CH3:43])[CH3:45], predict the reactants needed to synthesize it. The reactants are: C(OC(=O)[N:7]([CH:44]([CH3:46])[CH3:45])[CH2:8][CH2:9][O:10][C:11]1[CH:16]=[CH:15][C:14]([NH:17][C:18]2[N:23]=[C:22]([N:24]3[C:28]4[CH:29]=[CH:30][CH:31]=[CH:32][C:27]=4[N:26]=[C:25]3[O:33][C:34]3[CH:39]=[CH:38][CH:37]=[CH:36][C:35]=3[O:40][CH3:41])[CH:21]=[CH:20][N:19]=2)=[CH:13][C:12]=1[O:42][CH3:43])(C)(C)C.FC(F)(F)C(O)=O. (2) Given the product [CH:40]1([NH:45][C:27]([C:25]2[NH:24][N:23]=[C:22]([NH:21][C:14]3[C:15]4[O:20][CH:19]=[CH:18][C:16]=4[N:17]=[C:12]([N:8]4[CH2:9][CH2:10][CH2:11][CH:7]4[C:2]4[CH:3]=[CH:4][CH:5]=[CH:6][N:1]=4)[N:13]=3)[CH:26]=2)=[O:28])[CH2:41][CH2:42][CH2:43]1, predict the reactants needed to synthesize it. The reactants are: [N:1]1[CH:6]=[CH:5][CH:4]=[CH:3][C:2]=1[CH:7]1[CH2:11][CH2:10][CH2:9][N:8]1[C:12]1[N:13]=[C:14]([NH:21][C:22]2[CH:26]=[C:25]([C:27](O)=[O:28])[NH:24][N:23]=2)[C:15]2[O:20][CH:19]=[CH:18][C:16]=2[N:17]=1.CN(C(ON1N=[N:45][C:40]2[CH:41]=[CH:42][CH:43]=NC1=2)=[N+](C)C)C.F[P-](F)(F)(F)(F)F.CCN(C(C)C)C(C)C.C1(N)CCC1.